From a dataset of Reaction yield outcomes from USPTO patents with 853,638 reactions. Predict the reaction yield, written as a fraction of the theoretical maximum amount of product (1.0 means a 100% yield; for example, 0.34 means a 34% yield). (1) The reactants are [CH:1]([CH:4]1[N:13]2[C:8](=[CH:9][C:10](=[O:19])[C:11]([C:14]([O:16]CC)=[O:15])=[CH:12]2)[C:7]2[CH:20]=[C:21]([O:30][CH3:31])[C:22]([O:24][CH2:25][C:26]([F:29])([F:28])[F:27])=[CH:23][C:6]=2[CH2:5]1)([CH3:3])[CH3:2].[OH-].[Na+].Cl. The catalyst is C1COCC1. The product is [CH:1]([CH:4]1[N:13]2[C:8](=[CH:9][C:10](=[O:19])[C:11]([C:14]([OH:16])=[O:15])=[CH:12]2)[C:7]2[CH:20]=[C:21]([O:30][CH3:31])[C:22]([O:24][CH2:25][C:26]([F:28])([F:29])[F:27])=[CH:23][C:6]=2[CH2:5]1)([CH3:3])[CH3:2]. The yield is 0.840. (2) The reactants are C(O[BH-](OC(=O)C)OC(=O)C)(=O)C.[Na+].[F:15][C:16]([F:31])([F:30])[C:17]1[O:21][N:20]=[C:19]([C:22]2[CH:23]=[C:24]([CH:27]=[CH:28][CH:29]=2)[CH:25]=O)[N:18]=1.[F:32][C:33]1[CH:38]=[CH:37][C:36]([C:39]2[O:40][CH:41]=[C:42]([C:44]([CH3:48])([CH3:47])[CH2:45][NH2:46])[N:43]=2)=[CH:35][CH:34]=1. The catalyst is ClCCCl. The product is [F:32][C:33]1[CH:34]=[CH:35][C:36]([C:39]2[O:40][CH:41]=[C:42]([C:44]([CH3:48])([CH3:47])[CH2:45][NH:46][CH2:25][C:24]3[CH:27]=[CH:28][CH:29]=[C:22]([C:19]4[N:18]=[C:17]([C:16]([F:31])([F:30])[F:15])[O:21][N:20]=4)[CH:23]=3)[N:43]=2)=[CH:37][CH:38]=1. The yield is 0.180. (3) The reactants are O1CC[O:3][CH:2]1[C:6]1[CH:11]=[CH:10][C:9]([OH:12])=[C:8](OC)[CH:7]=1.Cl[C:16]1[N:17]=[CH:18][C:19]([C:22]#[N:23])=[N:20][CH:21]=1.C([O-])([O-])=O.[K+].[K+]. The catalyst is CC(N(C)C)=O.C(CC(C)(C)C)(C)C. The product is [CH:2]([C:6]1[CH:7]=[CH:8][C:9]([O:12][C:16]2[N:17]=[CH:18][C:19]([C:22]#[N:23])=[N:20][CH:21]=2)=[CH:10][CH:11]=1)=[O:3]. The yield is 0.777. (4) The reactants are Cl[C:2]1[C:7]2[C:8]([CH3:11])=[N:9][NH:10][C:6]=2[CH:5]=[CH:4][N:3]=1.[CH3:12][O:13][C:14]1[CH:19]=[C:18]([O:20][CH3:21])[CH:17]=[CH:16][C:15]=1[CH2:22][NH2:23]. The catalyst is C(O)CCC. The product is [CH3:12][O:13][C:14]1[CH:19]=[C:18]([O:20][CH3:21])[CH:17]=[CH:16][C:15]=1[CH2:22][NH:23][C:6]1[CH:5]=[CH:4][N:3]=[C:2]2[NH:10][N:9]=[C:8]([CH3:11])[C:7]=12. The yield is 0.420. (5) The reactants are OC1CCN(CC2C=CC=CC=2)CC1.C([N:22]1[CH2:27][CH2:26][CH:25]([O:28][C:29](=[O:43])[NH:30][C:31]2[CH:36]=[CH:35][CH:34]=[CH:33][C:32]=2[C:37]2[CH:42]=[CH:41][CH:40]=[CH:39][CH:38]=2)[CH2:24][CH2:23]1)C1C=CC=CC=1.Cl.C([O-])=O.[NH4+]. The catalyst is C(O)C. The product is [NH:22]1[CH2:23][CH2:24][CH:25]([O:28][C:29](=[O:43])[NH:30][C:31]2[CH:36]=[CH:35][CH:34]=[CH:33][C:32]=2[C:37]2[CH:42]=[CH:41][CH:40]=[CH:39][CH:38]=2)[CH2:26][CH2:27]1. The yield is 1.00. (6) The reactants are [C:1]([O:5][C:6]([NH:8][S:9]([NH:12][CH2:13][C:14]1[CH:15]=[C:16]([CH:38]=[CH:39][CH:40]=1)[O:17][C:18]1[C:23]([C:24]([OH:26])=O)=[C:22]([NH:27][C:28]2[CH:33]=[CH:32][C:31]([I:34])=[CH:30][C:29]=2[F:35])[C:21]([F:36])=[C:20]([F:37])[CH:19]=1)(=[O:11])=[O:10])=[O:7])([CH3:4])([CH3:3])[CH3:2].C(N1C=CN=C1)([N:43]1C=CN=C1)=O.N.C(OCC)(=O)C. The catalyst is CN(C=O)C. The product is [C:24]([C:23]1[C:22]([NH:27][C:28]2[CH:33]=[CH:32][C:31]([I:34])=[CH:30][C:29]=2[F:35])=[C:21]([F:36])[C:20]([F:37])=[CH:19][C:18]=1[O:17][C:16]1[CH:15]=[C:14]([CH:40]=[CH:39][CH:38]=1)[CH2:13][NH:12][S:9]([NH:8][C:6](=[O:7])[O:5][C:1]([CH3:2])([CH3:4])[CH3:3])(=[O:11])=[O:10])(=[O:26])[NH2:43]. The yield is 0.360.